Task: Predict the reactants needed to synthesize the given product.. Dataset: Full USPTO retrosynthesis dataset with 1.9M reactions from patents (1976-2016) (1) The reactants are: BrC1C=CC(N/[N:9]=[C:10](/[C:12]2[C:17]([F:18])=[CH:16][CH:15]=[CH:14][C:13]=2[Cl:19])\[CH3:11])=CC=1.[CH3:20][O:21][C:22](=[O:31])[C:23]1[CH:28]=[CH:27][C:26](I)=[C:25]([CH3:30])[CH:24]=1. Given the product [CH3:20][O:21][C:22](=[O:31])[C:23]1[CH:28]=[CH:27][C:26]([C:12]2[CH:13]=[C:14]3[C:15](=[CH:16][CH:17]=2)[NH:9][C:10]([C:12]2[C:17]([F:18])=[CH:16][CH:15]=[CH:14][C:13]=2[Cl:19])=[CH:11]3)=[C:25]([CH3:30])[CH:24]=1, predict the reactants needed to synthesize it. (2) Given the product [CH2:1]([S:4][C:5]1[N:13]=[C:12]2[C:8]([N:9]=[CH:10][N:11]2[C@@H:14]2[O:26][C@H:25]([CH2:27][OH:28])[C@@H:20]([OH:21])[C@H:15]2[OH:16])=[C:7]([NH:40][CH2:39][CH2:38][C:34]2[S:33][CH:37]=[CH:36][CH:35]=2)[N:6]=1)[CH2:2][CH3:3], predict the reactants needed to synthesize it. The reactants are: [CH2:1]([S:4][C:5]1[N:13]=[C:12]2[C:8]([N:9]=[CH:10][N:11]2[C@@H:14]2[O:26][C@H:25]([CH2:27][O:28]C(=O)C)[C@@H:20]([O:21]C(=O)C)[C@H:15]2[O:16]C(=O)C)=[C:7](Cl)[N:6]=1)[CH2:2][CH3:3].[S:33]1[CH:37]=[CH:36][CH:35]=[C:34]1[CH2:38][CH2:39][NH2:40]. (3) The reactants are: [Cl:1][C:2]1[CH:17]=[C:16]([N+:18]([O-])=O)[CH:15]=[CH:14][C:3]=1[O:4][C:5]1[C:6]2[N:7]([N:11]=[CH:12][CH:13]=2)[CH:8]=[CH:9][CH:10]=1.[Cl-].[Ca+2].[Cl-].O. Given the product [Cl:1][C:2]1[CH:17]=[C:16]([CH:15]=[CH:14][C:3]=1[O:4][C:5]1[C:6]2[N:7]([N:11]=[CH:12][CH:13]=2)[CH:8]=[CH:9][CH:10]=1)[NH2:18], predict the reactants needed to synthesize it. (4) Given the product [Cl:18][CH2:19][CH2:20][N:13]1[CH2:12][CH2:11][C:10]2[CH:16]=[CH:17][C:7]([C:4]3[CH:3]=[C:2]([CH3:1])[O:6][N:5]=3)=[CH:8][C:9]=2[CH2:15][CH2:14]1, predict the reactants needed to synthesize it. The reactants are: [CH3:1][C:2]1[O:6][N:5]=[C:4]([C:7]2[CH:17]=[CH:16][C:10]3[CH2:11][CH2:12][NH:13][CH2:14][CH2:15][C:9]=3[CH:8]=2)[CH:3]=1.[Cl:18][CH2:19][CH:20]=O.C(O[BH-](OC(=O)C)OC(=O)C)(=O)C.[Na+]. (5) Given the product [NH2:17][C:10]1[C:9]([O:8][CH2:1][C:2]2[CH:7]=[CH:6][CH:5]=[CH:4][CH:3]=2)=[CH:16][CH:15]=[CH:14][C:11]=1[C:12]#[N:13], predict the reactants needed to synthesize it. The reactants are: [CH2:1]([O:8][C:9]1[C:10]([N+:17]([O-])=O)=[C:11]([CH:14]=[CH:15][CH:16]=1)[C:12]#[N:13])[C:2]1[CH:7]=[CH:6][CH:5]=[CH:4][CH:3]=1.C(O)(=O)C.